From a dataset of Full USPTO retrosynthesis dataset with 1.9M reactions from patents (1976-2016). Predict the reactants needed to synthesize the given product. (1) Given the product [CH3:24][O:25][C:26]1[N:31]=[C:30]([C:32]2[N:4]3[CH2:5][CH2:6][CH2:7][C@:8]([O:14][C:15]4[CH:20]=[C:19]([F:21])[C:18]([F:22])=[C:17]([F:23])[CH:16]=4)([C:9]([O:11][CH2:12][CH3:13])=[O:10])[C:3]3=[N:35][N:34]=2)[CH:29]=[CH:28][C:27]=1[N:36]1[CH:40]=[C:39]([CH3:41])[N:38]=[CH:37]1, predict the reactants needed to synthesize it. The reactants are: CS[C:3]1[C@@:8]([O:14][C:15]2[CH:20]=[C:19]([F:21])[C:18]([F:22])=[C:17]([F:23])[CH:16]=2)([C:9]([O:11][CH2:12][CH3:13])=[O:10])[CH2:7][CH2:6][CH2:5][N:4]=1.[CH3:24][O:25][C:26]1[N:31]=[C:30]([C:32]([NH:34][NH2:35])=O)[CH:29]=[CH:28][C:27]=1[N:36]1[CH:40]=[C:39]([CH3:41])[N:38]=[CH:37]1.C(O)(=O)C. (2) Given the product [CH3:8][C:9]([CH3:13])([CH3:12])[CH2:10][NH:11][C:2]1[N:7]=[CH:6][CH:5]=[CH:4][N:3]=1, predict the reactants needed to synthesize it. The reactants are: Cl[C:2]1[N:7]=[CH:6][CH:5]=[CH:4][N:3]=1.[CH3:8][C:9]([CH3:13])([CH3:12])[CH2:10][NH2:11].C(N(C(C)C)CC)(C)C.O. (3) Given the product [N:12]1[C:11]2[CH:13]=[CH:14][CH:15]=[CH:16][C:10]=2[NH:9][C:8]=1[C:4]1[CH:5]=[CH:6][CH:7]=[C:2]([C:31]2[CH:32]=[CH:33][CH:34]=[CH:35][N:30]=2)[N:3]=1, predict the reactants needed to synthesize it. The reactants are: Br[C:2]1[CH:7]=[CH:6][CH:5]=[C:4]([C:8]2[NH:9][C:10]3[CH:16]=[CH:15][CH:14]=[CH:13][C:11]=3[N:12]=2)[N:3]=1.C([Sn](CCCC)CCCC)CCC.[N:30]1[CH:35]=[CH:34][CH:33]=[CH:32][CH:31]=1. (4) The reactants are: [I-].[CH3:2][P+](C1C=CC=CC=1)(C1C=CC=CC=1)C1C=CC=CC=1.C1COCC1.C[Si](C)(C)[N-][Si](C)(C)C.[Li+].[C:37]([O:41][C:42]([N:44]1[CH2:48][CH2:47][C:46](=O)[CH2:45]1)=[O:43])([CH3:40])([CH3:39])[CH3:38]. Given the product [CH2:2]=[C:46]1[CH2:47][CH2:48][N:44]([C:42]([O:41][C:37]([CH3:40])([CH3:39])[CH3:38])=[O:43])[CH2:45]1, predict the reactants needed to synthesize it.